Task: Predict the product of the given reaction.. Dataset: Forward reaction prediction with 1.9M reactions from USPTO patents (1976-2016) (1) Given the reactants [CH3:1][O:2][C:3](=[O:31])[CH2:4][CH2:5][NH:6][C:7]([C:9]1[S:10][C:11]([CH:14]([S:21][C:22]2[CH:27]=[C:26]([CH3:28])[C:25](Br)=[C:24]([CH3:30])[CH:23]=2)[CH2:15][CH2:16][C:17]([F:20])([F:19])[F:18])=[CH:12][CH:13]=1)=[O:8].[C:32]([C:36]1[CH:41]=[CH:40][C:39](B(O)O)=[CH:38][CH:37]=1)([CH3:35])([CH3:34])[CH3:33], predict the reaction product. The product is: [CH3:1][O:2][C:3](=[O:31])[CH2:4][CH2:5][NH:6][C:7]([C:9]1[S:10][C:11]([CH:14]([S:21][C:22]2[CH:27]=[C:26]([CH3:28])[C:25]([C:39]3[CH:40]=[CH:41][C:36]([C:32]([CH3:35])([CH3:34])[CH3:33])=[CH:37][CH:38]=3)=[C:24]([CH3:30])[CH:23]=2)[CH2:15][CH2:16][C:17]([F:20])([F:19])[F:18])=[CH:12][CH:13]=1)=[O:8]. (2) Given the reactants [F:1][C:2]1[CH:22]=[CH:21][C:5]2[C:6]([CH3:20])=[C:7]([CH:9]([CH2:16][CH2:17][CH2:18][CH3:19])[CH2:10][C:11](OCC)=[O:12])[S:8][C:4]=2[CH:3]=1.[H-].C([Al+]CC(C)C)C(C)C.O, predict the reaction product. The product is: [F:1][C:2]1[CH:22]=[CH:21][C:5]2[C:6]([CH3:20])=[C:7]([CH:9]([CH2:16][CH2:17][CH2:18][CH3:19])[CH2:10][CH2:11][OH:12])[S:8][C:4]=2[CH:3]=1. (3) The product is: [F:1][C:2]1[CH:3]=[C:4]2[C:8](=[C:9]([NH:11][S:12]([C:15]3[S:16][CH:17]=[CH:18][CH:19]=3)(=[O:14])=[O:13])[CH:10]=1)[NH:7][C:6]([C:20]([OH:22])=[O:21])=[CH:5]2. Given the reactants [F:1][C:2]1[CH:3]=[C:4]2[C:8](=[C:9]([NH:11][S:12]([C:15]3[S:16][CH:17]=[CH:18][CH:19]=3)(=[O:14])=[O:13])[CH:10]=1)[NH:7][C:6]([C:20]([O:22]CC)=[O:21])=[CH:5]2.CO.[OH-].[K+], predict the reaction product. (4) The product is: [CH2:10]([O:9][C:7](=[O:8])[C:6]([CH3:22])([CH2:1][CH2:2][CH:3]([CH3:5])[CH3:4])[C:12]([O:14][CH2:15][CH3:16])=[O:13])[CH3:11]. Given the reactants [CH2:1]([CH:6]([C:12]([O:14][CH2:15][CH3:16])=[O:13])[C:7]([O:9][CH2:10][CH3:11])=[O:8])[CH2:2][CH:3]([CH3:5])[CH3:4].[H-].[Na+].[H][H].I[CH3:22], predict the reaction product.